From a dataset of Reaction yield outcomes from USPTO patents with 853,638 reactions. Predict the reaction yield, written as a fraction of the theoretical maximum amount of product (1.0 means a 100% yield; for example, 0.34 means a 34% yield). (1) The reactants are Br[CH:2]1[CH2:20][CH2:19][C:5]2=[CH:6][C:7]3[C:8]4[CH:17]=[CH:16][C:15]([Cl:18])=[CH:14][C:9]=4[CH2:10][O:11][C:12]=3[CH:13]=[C:4]2[C:3]1=[O:21].[C:22]([O:26][C:27]([N:29]1[CH2:33][C@@H:32]([O:34][CH2:35][CH3:36])[CH2:31][C@H:30]1[C:37]([OH:39])=[O:38])=[O:28])([CH3:25])([CH3:24])[CH3:23].CCN(C(C)C)C(C)C. The catalyst is CC#N.CCOC(C)=O. The product is [CH2:35]([O:34][C@@H:32]1[CH2:33][N:29]([C:27]([O:26][C:22]([CH3:23])([CH3:25])[CH3:24])=[O:28])[C@H:30]([C:37]([O:39][CH:2]2[CH2:20][CH2:19][C:5]3=[CH:6][C:7]4[C:8]5[CH:17]=[CH:16][C:15]([Cl:18])=[CH:14][C:9]=5[CH2:10][O:11][C:12]=4[CH:13]=[C:4]3[C:3]2=[O:21])=[O:38])[CH2:31]1)[CH3:36]. The yield is 0.560. (2) The reactants are [Br:1][C:2]1[CH:3]=[C:4]([CH2:8][C:9]([OH:11])=[O:10])[CH:5]=[N:6][CH:7]=1.S(Cl)([Cl:14])=O.[CH3:16]O. No catalyst specified. The product is [ClH:14].[Br:1][C:2]1[CH:3]=[C:4]([CH2:8][C:9]([O:11][CH3:16])=[O:10])[CH:5]=[N:6][CH:7]=1. The yield is 1.00. (3) The reactants are [NH2:1][C:2]1[N:6]([C:7]2[CH:12]=[CH:11][CH:10]=[CH:9][CH:8]=2)[N:5]=[C:4]([C:13]([OH:15])=O)[C:3]=1[CH3:16].C[CH2:18][N:19](C(C)C)C(C)C.Cl.CN.CN(C(ON1N=NC2C=CC=NC1=2)=[N+](C)C)C.F[P-](F)(F)(F)(F)F. The catalyst is C(#N)C.CN(C=O)C. The product is [NH2:1][C:2]1[N:6]([C:7]2[CH:8]=[CH:9][CH:10]=[CH:11][CH:12]=2)[N:5]=[C:4]([C:13]([NH:19][CH3:18])=[O:15])[C:3]=1[CH3:16]. The yield is 0.770. (4) The reactants are [NH2:1][C:2]1[CH:7]=[CH:6][CH:5]=[CH:4][C:3]=1[OH:8].C(N(CC)CC)C.O1CCCC1.[Br:21][C:22]1[CH:30]=[CH:29][C:25]([C:26](Cl)=[O:27])=[CH:24][CH:23]=1. The catalyst is O. The product is [Br:21][C:22]1[CH:30]=[CH:29][C:25]([C:26]([NH:1][C:2]2[CH:7]=[CH:6][CH:5]=[CH:4][C:3]=2[OH:8])=[O:27])=[CH:24][CH:23]=1. The yield is 0.880. (5) The reactants are [N:1]1[CH:6]=[CH:5][C:4]([C:7]2[CH:8]=[C:9]3[C:14](=[CH:15][CH:16]=2)[N:13]=[C:12]([NH2:17])[N:11]=[CH:10]3)=[CH:3][CH:2]=1.Br[C:19]1[CH:31]=[CH:30][C:22]([C:23]([NH:25][CH2:26][CH2:27][O:28][CH3:29])=[O:24])=[CH:21][CH:20]=1.C([O-])([O-])=O.[Cs+].[Cs+].C1C=CC(P(C2C(C3C(P(C4C=CC=CC=4)C4C=CC=CC=4)=CC=C4C=3C=CC=C4)=C3C(C=CC=C3)=CC=2)C2C=CC=CC=2)=CC=1. The catalyst is O1CCOCC1.C1C=CC(/C=C/C(/C=C/C2C=CC=CC=2)=O)=CC=1.C1C=CC(/C=C/C(/C=C/C2C=CC=CC=2)=O)=CC=1.C1C=CC(/C=C/C(/C=C/C2C=CC=CC=2)=O)=CC=1.[Pd].[Pd]. The product is [CH3:29][O:28][CH2:27][CH2:26][NH:25][C:23](=[O:24])[C:22]1[CH:30]=[CH:31][C:19]([NH:17][C:12]2[N:11]=[CH:10][C:9]3[C:14](=[CH:15][CH:16]=[C:7]([C:4]4[CH:3]=[CH:2][N:1]=[CH:6][CH:5]=4)[CH:8]=3)[N:13]=2)=[CH:20][CH:21]=1. The yield is 0.520. (6) The reactants are [I:1][C:2]1[C:10]2[C:5](=[N:6][CH:7]=[N:8][C:9]=2[NH2:11])[NH:4][N:3]=1.C([O-])([O-])=O.[K+].[K+].I[CH:19]1[CH2:23][CH2:22][CH2:21][CH2:20]1. The catalyst is CN(C=O)C. The product is [CH:19]1([N:4]2[C:5]3=[N:6][CH:7]=[N:8][C:9]([NH2:11])=[C:10]3[C:2]([I:1])=[N:3]2)[CH2:23][CH2:22][CH2:21][CH2:20]1. The yield is 0.600. (7) The reactants are FC(F)(F)S(O[C:7]1[CH:15]=[CH:14][C:13]([C:16]2[N:17]([C:42]([O:44][C:45]([CH3:48])([CH3:47])[CH3:46])=[O:43])[C:18]3[C:23]([CH:24]=2)=[CH:22][C:21]([CH2:25][N:26]2[CH2:31][CH2:30][N:29]([CH2:32][CH2:33][O:34][Si:35]([C:38]([CH3:41])([CH3:40])[CH3:39])([CH3:37])[CH3:36])[CH2:28][CH2:27]2)=[CH:20][CH:19]=3)=[C:12]2[C:8]=1[CH2:9][NH:10][C:11]2=[O:49])(=O)=O.B1(C=C)OB([CH:58]=[CH2:59])OB(C=C)O1.C1C=CN=CC=1.C(=O)([O-])[O-].[K+].[K+].O. The catalyst is C(COC)OC. The product is [CH:58]([C:7]1[CH:15]=[CH:14][C:13]([C:16]2[N:17]([C:42]([O:44][C:45]([CH3:46])([CH3:47])[CH3:48])=[O:43])[C:18]3[C:23]([CH:24]=2)=[CH:22][C:21]([CH2:25][N:26]2[CH2:31][CH2:30][N:29]([CH2:32][CH2:33][O:34][Si:35]([C:38]([CH3:41])([CH3:39])[CH3:40])([CH3:37])[CH3:36])[CH2:28][CH2:27]2)=[CH:20][CH:19]=3)=[C:12]2[C:8]=1[CH2:9][NH:10][C:11]2=[O:49])=[CH2:59]. The yield is 0.820. (8) The reactants are [CH:1]([C:4]1[NH:8][N:7]=[C:6]([NH:9][C:10]2[C:11]3[CH2:26][CH2:25][CH2:24][C:12]=3[N:13]=[C:14]([N:16]3[CH2:20][CH2:19][CH2:18][CH:17]3[C:21]([OH:23])=[O:22])[N:15]=2)[CH:5]=1)([CH3:3])[CH3:2].[CH:27]1C=CC2N(O)N=NC=2C=1.O.CN1CCOCC1.CCN=C=NCCCN(C)C.Cl. The catalyst is CO. The product is [CH:1]([C:4]1[NH:8][N:7]=[C:6]([NH:9][C:10]2[C:11]3[CH2:26][CH2:25][CH2:24][C:12]=3[N:13]=[C:14]([N:16]3[CH2:20][CH2:19][CH2:18][CH:17]3[C:21]([O:23][CH3:27])=[O:22])[N:15]=2)[CH:5]=1)([CH3:3])[CH3:2]. The yield is 0.960. (9) The reactants are [C:1]([C:4]1[C:11]([OH:12])=[CH:10][C:7]([C:8]#[N:9])=[C:6]([CH3:13])[CH:5]=1)(=[O:3])[CH3:2].[I:14]N1C(=O)CCC1=O. The catalyst is C(O)(=O)C.C(OCC)(=O)C. The product is [C:1]([C:4]1[CH:5]=[C:6]([CH3:13])[C:7]([C:8]#[N:9])=[C:10]([I:14])[C:11]=1[OH:12])(=[O:3])[CH3:2]. The yield is 0.620.